Dataset: Catalyst prediction with 721,799 reactions and 888 catalyst types from USPTO. Task: Predict which catalyst facilitates the given reaction. Reactant: [Br:1][C:2]1[CH:3]=[C:4]([NH2:8])[CH:5]=[N:6][CH:7]=1.[F:9][C:10]([F:28])([F:27])[C:11]1[CH:12]=[CH:13][C:14]([NH:17][C:18]2[CH:19]=[C:20]([CH:24]=[CH:25][N:26]=2)[C:21](O)=[O:22])=[N:15][CH:16]=1.CCN(C(C)C)C(C)C.CCCP1(OP(CCC)(=O)OP(CCC)(=O)O1)=O. Product: [Br:1][C:2]1[CH:3]=[C:4]([NH:8][C:21](=[O:22])[C:20]2[CH:24]=[CH:25][N:26]=[C:18]([NH:17][C:14]3[CH:13]=[CH:12][C:11]([C:10]([F:28])([F:27])[F:9])=[CH:16][N:15]=3)[CH:19]=2)[CH:5]=[N:6][CH:7]=1. The catalyst class is: 248.